This data is from Full USPTO retrosynthesis dataset with 1.9M reactions from patents (1976-2016). The task is: Predict the reactants needed to synthesize the given product. (1) The reactants are: [CH3:1][C:2]1[N:6]([C@@H:7]2[CH2:12][CH2:11][N:10](C(OC(C)(C)C)=O)[CH2:9][C@H:8]2[CH2:20][OH:21])[C:5]2[CH:22]=[CH:23][C:24]([CH3:26])=[CH:25][C:4]=2[N:3]=1.[ClH:27]. Given the product [ClH:27].[ClH:27].[CH3:1][C:2]1[N:6]([C@@H:7]2[CH2:12][CH2:11][NH:10][CH2:9][C@H:8]2[CH2:20][OH:21])[C:5]2[CH:22]=[CH:23][C:24]([CH3:26])=[CH:25][C:4]=2[N:3]=1, predict the reactants needed to synthesize it. (2) Given the product [CH:20]1([NH:26][C:2]2[N:7]3[N:8]=[C:9]([NH:11][C:12](=[O:19])[C:13]4[CH:18]=[CH:17][CH:16]=[N:15][CH:14]=4)[N:10]=[C:6]3[CH:5]=[CH:4][CH:3]=2)[CH2:25][CH2:24][CH2:23][CH2:22][CH2:21]1, predict the reactants needed to synthesize it. The reactants are: Br[C:2]1[N:7]2[N:8]=[C:9]([NH:11][C:12](=[O:19])[C:13]3[CH:18]=[CH:17][CH:16]=[N:15][CH:14]=3)[N:10]=[C:6]2[CH:5]=[CH:4][CH:3]=1.[CH:20]1([NH2:26])[CH2:25][CH2:24][CH2:23][CH2:22][CH2:21]1. (3) Given the product [Br:14][C:15]1[CH:20]=[CH:19][C:18]([NH:21][C:22](=[O:23])[NH:1][C:2]2[CH:12]=[CH:11][C:5]([C:6]([N:8]([CH3:10])[CH3:9])=[O:7])=[C:4]([F:13])[CH:3]=2)=[CH:17][CH:16]=1, predict the reactants needed to synthesize it. The reactants are: [NH2:1][C:2]1[CH:12]=[CH:11][C:5]([C:6]([N:8]([CH3:10])[CH3:9])=[O:7])=[C:4]([F:13])[CH:3]=1.[Br:14][C:15]1[CH:20]=[CH:19][C:18]([N:21]=[C:22]=[O:23])=[CH:17][CH:16]=1. (4) Given the product [NH:1]1[CH2:6][CH2:5][CH2:4][CH:3]([C:7]2[CH:12]=[CH:11][C:10]([C:13]3[O:14][C:15]4[C:21]([C:22]([NH2:24])=[O:23])=[CH:20][CH:19]=[CH:18][C:16]=4[N:17]=3)=[CH:9][CH:8]=2)[CH2:2]1, predict the reactants needed to synthesize it. The reactants are: [N:1]1[CH:6]=[CH:5][CH:4]=[C:3]([C:7]2[CH:12]=[CH:11][C:10]([C:13]3[O:14][C:15]4[C:21]([C:22]([NH2:24])=[O:23])=[CH:20][CH:19]=[CH:18][C:16]=4[N:17]=3)=[CH:9][CH:8]=2)[CH:2]=1.[H][H]. (5) Given the product [Cl:1][C:2]1[C:3]([CH3:9])=[N+:4]([O-:18])[CH:5]=[C:6]([CH3:8])[CH:7]=1, predict the reactants needed to synthesize it. The reactants are: [Cl:1][C:2]1[C:3]([CH3:9])=[N:4][CH:5]=[C:6]([CH3:8])[CH:7]=1.ClC1C=CC=C(C(OO)=[O:18])C=1. (6) Given the product [Br:1][C:2]1[CH:7]=[CH:6][C:5]([N:26]2[CH2:17][CH2:18][N:13]([CH3:12])[CH2:14][CH2:15]2)=[C:4]([N+:9]([O-:11])=[O:10])[CH:3]=1, predict the reactants needed to synthesize it. The reactants are: [Br:1][C:2]1[CH:7]=[CH:6][C:5](F)=[C:4]([N+:9]([O-:11])=[O:10])[CH:3]=1.[CH3:12][N:13]1[CH2:18][CH2:17]C[CH2:15][CH2:14]1.C(=O)([O-])[O-].[Cs+].[Cs+].C[N:26](C=O)C. (7) Given the product [OH:56][CH2:55][CH2:54][O:53][CH2:52][CH2:51][O:50][CH2:49][CH2:48][O:47][CH2:46][CH2:45][CH2:44][CH2:43][CH2:42][CH2:41][CH2:40][CH2:39][CH2:38][CH2:37][CH2:36][C:35]([NH:34][CH2:33][CH2:32][S:31][S:30][CH2:29][CH2:28][NH:27][C:25](=[O:26])[CH2:24][CH2:23][CH2:22][CH2:21][CH2:20][CH2:19][CH2:18][CH2:17][CH2:16][CH2:15][CH2:14][O:13][CH2:12][CH2:11][O:10][CH2:9][CH2:8][O:7][CH2:6][CH2:5][OH:4])=[O:74], predict the reactants needed to synthesize it. The reactants are: CC(C)(C)[Si](C1C=CC=CC=1)(C1C=CC=CC=1)[O:4][CH2:5][CH2:6][O:7][CH2:8][CH2:9][O:10][CH2:11][CH2:12][O:13][CH2:14][CH2:15][CH2:16][CH2:17][CH2:18][CH2:19][CH2:20][CH2:21][CH2:22][CH2:23][CH2:24][C:25]([NH:27][CH2:28][CH2:29][S:30][S:31][CH2:32][CH2:33][NH:34][C:35](=[O:74])[CH2:36][CH2:37][CH2:38][CH2:39][CH2:40][CH2:41][CH2:42][CH2:43][CH2:44][CH2:45][CH2:46][O:47][CH2:48][CH2:49][O:50][CH2:51][CH2:52][O:53][CH2:54][CH2:55][O:56][Si](C1C=CC=CC=1)(C1C=CC=CC=1)C(C)(C)C)=[O:26].[F-].C([N+](CCCC)(CCCC)CCCC)CCC. (8) Given the product [CH2:27]=[CH:8][C:9]1[CH:14]=[CH:13][CH:12]=[CH:11][CH:10]=1.[CH2:2]=[CH:3][CH:4]=[CH2:5].[CH2:27]=[CH:8][C:9]1[CH:14]=[CH:13][CH:12]=[CH:11][CH:10]=1, predict the reactants needed to synthesize it. The reactants are: N1C=[CH:5][CH:4]=[CH:3][CH:2]=1.F[C:8](F)([C:27](F)(F)F)[C:9](F)(F)[C:10](F)(F)[C:11](F)(F)[C:12](F)(F)[C:13](F)(F)[C:14](Cl)=O.O. (9) Given the product [OH:28][CH2:27][C@H:16]([NH:15][C:12]([C:4]1[C:5]2[O:10][CH2:9][CH2:8][O:7][C:6]=2[CH:11]=[C:2]([Br:1])[CH:3]=1)=[O:14])[CH2:17][C:18]1[C:26]2[C:21](=[CH:22][CH:23]=[CH:24][CH:25]=2)[NH:20][CH:19]=1, predict the reactants needed to synthesize it. The reactants are: [Br:1][C:2]1[CH:3]=[C:4]([C:12]([OH:14])=O)[C:5]2[O:10][CH2:9][CH2:8][O:7][C:6]=2[CH:11]=1.[NH2:15][C@@H:16]([CH2:27][OH:28])[CH2:17][C:18]1[C:26]2[C:21](=[CH:22][CH:23]=[CH:24][CH:25]=2)[NH:20][CH:19]=1.C(Cl)CCl.C1C=CC2N(O)N=NC=2C=1.